This data is from Reaction yield outcomes from USPTO patents with 853,638 reactions. The task is: Predict the reaction yield, written as a fraction of the theoretical maximum amount of product (1.0 means a 100% yield; for example, 0.34 means a 34% yield). (1) The reactants are [Br:1][C:2]1[CH:10]=[C:9]([C:11]([F:14])([F:13])[F:12])[CH:8]=[C:7]2[C:3]=1[CH:4]=[CH:5][NH:6]2.[H-].[Na+].Br[CH:18]([CH3:20])[CH3:19]. The catalyst is CN(C=O)C. The product is [Br:1][C:2]1[CH:10]=[C:9]([C:11]([F:12])([F:13])[F:14])[CH:8]=[C:7]2[C:3]=1[CH:4]=[CH:5][N:6]2[CH:18]([CH3:20])[CH3:19]. The yield is 0.400. (2) The product is [F:29][C:23]1[CH:24]=[C:25]([I:28])[CH:26]=[CH:27][C:22]=1[NH:9][C:10]1[C:11]([NH:7][S:4]([CH:1]2[CH2:3][CH2:2]2)(=[O:5])=[O:6])=[CH:12][C:13]2[C:17]([C:18]=1[F:19])=[N:16][N:15]([CH3:20])[C:14]=2[CH3:21]. The catalyst is C1COCC1. The reactants are [CH:1]1([S:4]([N:7]2[C:11]3=[CH:12][C:13]4[C:17]([C:18]([F:19])=[C:10]3[N:9]([C:22]3[CH:27]=[CH:26][C:25]([I:28])=[CH:24][C:23]=3[F:29])C2=O)=[N:16][N:15]([CH3:20])[C:14]=4[CH3:21])(=[O:6])=[O:5])[CH2:3][CH2:2]1.C[Si](C)(C)[O-].[K+]. The yield is 0.830. (3) The reactants are [CH3:1][S:2]([C:5]1[CH:10]=[CH:9][C:8]([N:11]2[CH2:15][C:14](O)([C:16]([F:19])([F:18])[F:17])[N:13]=[C:12]2[C:21]2[CH:29]=[CH:28][C:24]3[O:25][CH2:26][O:27][C:23]=3[CH:22]=2)=[CH:7][CH:6]=1)(=[O:4])=[O:3].O.C1(C)C=CC(S(O)(=O)=O)=CC=1. The catalyst is C1(C)C=CC=CC=1. The product is [CH3:1][S:2]([C:5]1[CH:6]=[CH:7][C:8]([N:11]2[CH:15]=[C:14]([C:16]([F:19])([F:18])[F:17])[N:13]=[C:12]2[C:21]2[CH:29]=[CH:28][C:24]3[O:25][CH2:26][O:27][C:23]=3[CH:22]=2)=[CH:9][CH:10]=1)(=[O:4])=[O:3]. The yield is 0.800. (4) The reactants are Cl[C:2]1[NH:3][C:4](=[O:13])[C:5]2[C:10]([CH:11]=1)=[C:9]([CH3:12])[CH:8]=[CH:7][CH:6]=2.[C:14]([O-:17])([O-])=[O:15].[K+].[K+]. The catalyst is COCCOC.CCO.O.C1C=CC(P(C2C=CC=CC=2)[C-]2C=CC=C2)=CC=1.C1C=CC(P(C2C=CC=CC=2)[C-]2C=CC=C2)=CC=1.Cl[Pd]Cl.[Fe+2]. The product is [CH3:12][C:9]1[CH:8]=[CH:7][CH:6]=[C:5]2[C:10]=1[CH:11]=[C:2]([C:5]1[CH:10]=[CH:9][C:8]([C:14]([OH:17])=[O:15])=[CH:7][CH:6]=1)[NH:3][C:4]2=[O:13]. The yield is 0.400. (5) The yield is 0.910. The reactants are [CH:1]([OH:3])=O.C(OC(=O)C)(=O)C.[OH:11][NH:12][CH:13]([CH2:38][C@@H:39]([C:41]1[CH:46]=[CH:45][CH:44]=[CH:43][CH:42]=1)[CH3:40])[CH2:14][S:15]([N:18]1[CH2:23][CH2:22][N:21]([C:24]2[CH:29]=[CH:28][C:27]([C:30]#[C:31][C:32]3[CH:37]=[CH:36][CH:35]=[CH:34][CH:33]=3)=[CH:26][CH:25]=2)[CH2:20][CH2:19]1)(=[O:17])=[O:16]. The catalyst is C(Cl)Cl. The product is [OH:11][N:12]([CH:13]([CH2:14][S:15]([N:18]1[CH2:19][CH2:20][N:21]([C:24]2[CH:25]=[CH:26][C:27]([C:30]#[C:31][C:32]3[CH:37]=[CH:36][CH:35]=[CH:34][CH:33]=3)=[CH:28][CH:29]=2)[CH2:22][CH2:23]1)(=[O:16])=[O:17])[CH2:38][C@@H:39]([C:41]1[CH:42]=[CH:43][CH:44]=[CH:45][CH:46]=1)[CH3:40])[CH:1]=[O:3]. (6) The reactants are [CH3:1][N:2]1[CH:6]=[CH:5][N:4]=[CH:3]1.[Li]CCCC.[C:12]1([S:18][S:18][C:12]2[CH:17]=[CH:16][CH:15]=[CH:14][CH:13]=2)[CH:17]=[CH:16][CH:15]=[CH:14][CH:13]=1.[I:26]I.S(=O)(O)[O-].[Na+]. The catalyst is C1COCC1.CCOCC. The product is [I:26][C:6]1[N:2]([CH3:1])[C:3]([S:18][C:12]2[CH:17]=[CH:16][CH:15]=[CH:14][CH:13]=2)=[N:4][CH:5]=1. The yield is 0.250. (7) The reactants are [F:1][C:2]1[CH:10]=[C:9]2[C:5]([CH:6]=[CH:7][N:8]2[S:11]([C:14]2[CH:19]=[CH:18][CH:17]=[CH:16][CH:15]=2)(=[O:13])=[O:12])=[CH:4][CH:3]=1.[Br:20]Br.[O-]S([O-])(=S)=O.[Na+].[Na+]. The catalyst is C(Cl)Cl. The product is [Br:20][C:6]1[C:5]2[C:9](=[CH:10][C:2]([F:1])=[CH:3][CH:4]=2)[N:8]([S:11]([C:14]2[CH:19]=[CH:18][CH:17]=[CH:16][CH:15]=2)(=[O:13])=[O:12])[CH:7]=1. The yield is 0.990. (8) The reactants are [C:1]1([S:7]([C:10]2[CH:11]=[C:12]3[C:17](=[CH:18][CH:19]=2)[CH:16]([CH2:20][CH2:21]OS(C)(=O)=O)[CH2:15][CH2:14][CH2:13]3)(=[O:9])=[O:8])[CH:6]=[CH:5][CH:4]=[CH:3][CH:2]=1.[NH:27]1[CH:31]=[CH:30][N:29]=[CH:28]1.C(=O)([O-])[O-].[K+].[K+].[I-].[K+]. The catalyst is O.C(#N)C. The product is [C:1]1([S:7]([C:10]2[CH:11]=[C:12]3[C:17](=[CH:18][CH:19]=2)[CH:16]([CH2:20][CH2:21][N:27]2[CH:31]=[CH:30][N:29]=[CH:28]2)[CH2:15][CH2:14][CH2:13]3)(=[O:9])=[O:8])[CH:6]=[CH:5][CH:4]=[CH:3][CH:2]=1. The yield is 0.775.